Dataset: Full USPTO retrosynthesis dataset with 1.9M reactions from patents (1976-2016). Task: Predict the reactants needed to synthesize the given product. (1) Given the product [CH3:15][O:14][C:8](=[O:13])[C:9]([OH:10])([C:2]1[S:3][CH:4]=[CH:5][CH:6]=1)[C:2]1[S:3][CH:4]=[CH:5][CH:6]=1, predict the reactants needed to synthesize it. The reactants are: Br[C:2]1[S:3][CH:4]=[CH:5][CH:6]=1.[Mg].[C:8]([O:14][CH3:15])(=[O:13])[C:9](OC)=[O:10].S(=O)(=O)(O)O. (2) Given the product [CH2:7]([NH:15][C:16]1([CH2:20][CH2:21][OH:22])[CH2:19][CH2:18][CH2:17]1)[C:8]1[CH:13]=[CH:12][CH:11]=[CH:10][CH:9]=1, predict the reactants needed to synthesize it. The reactants are: [H-].[H-].[H-].[H-].[Li+].[Al+3].[C:7]([NH:15][C:16]1([CH2:20][C:21](OCC)=[O:22])[CH2:19][CH2:18][CH2:17]1)(=O)[C:8]1[CH:13]=[CH:12][CH:11]=[CH:10][CH:9]=1. (3) Given the product [C:36]([NH:2][C@H:3]1[CH2:8][CH2:7][C@H:6]([NH:9][C:10]([C:12]2[C:16]3[N:17]=[CH:18][N:19]=[C:20]([C:21]4[C:29]5[O:28][CH2:27][O:26][C:25]=5[CH:24]=[CH:23][C:22]=4[O:30][CH2:31][CH:32]4[CH2:34][CH2:33]4)[C:15]=3[NH:14][C:13]=2[CH3:35])=[O:11])[CH2:5][CH2:4]1)(=[O:38])[CH3:37], predict the reactants needed to synthesize it. The reactants are: Cl.[NH2:2][C@H:3]1[CH2:8][CH2:7][C@H:6]([NH:9][C:10]([C:12]2[C:16]3[N:17]=[CH:18][N:19]=[C:20]([C:21]4[C:29]5[O:28][CH2:27][O:26][C:25]=5[CH:24]=[CH:23][C:22]=4[O:30][CH2:31][CH:32]4[CH2:34][CH2:33]4)[C:15]=3[NH:14][C:13]=2[CH3:35])=[O:11])[CH2:5][CH2:4]1.[C:36](Cl)(=[O:38])[CH3:37]. (4) Given the product [C:38]([C:40]1[CH:41]=[C:42]([NH:43][C:2]2[N:7]=[C:6]([O:8][C:9]3[C:18]4[C:13](=[CH:14][CH:15]=[CH:16][CH:17]=4)[C:12]([NH:19][C:20]([NH:22][C:23]4[N:27]([C:28]5[CH:33]=[CH:32][C:31]([CH3:34])=[CH:30][CH:29]=5)[N:26]=[C:25]([CH:35]([CH3:36])[CH3:37])[CH:24]=4)=[O:21])=[CH:11][CH:10]=3)[CH:5]=[CH:4][N:3]=2)[CH:44]=[CH:45][CH:46]=1)#[CH:39], predict the reactants needed to synthesize it. The reactants are: Cl[C:2]1[N:7]=[C:6]([O:8][C:9]2[C:18]3[C:13](=[CH:14][CH:15]=[CH:16][CH:17]=3)[C:12]([NH:19][C:20]([NH:22][C:23]3[N:27]([C:28]4[CH:33]=[CH:32][C:31]([CH3:34])=[CH:30][CH:29]=4)[N:26]=[C:25]([CH:35]([CH3:37])[CH3:36])[CH:24]=3)=[O:21])=[CH:11][CH:10]=2)[CH:5]=[CH:4][N:3]=1.[C:38]([C:40]1[CH:41]=[C:42]([CH:44]=[CH:45][CH:46]=1)[NH2:43])#[CH:39].C([O-])(O)=O.[Na+]. (5) Given the product [NH2:8][CH:9]1[CH2:14][CH2:13][N:12]([C:15]2[N:24]=[C:23]3[C:18]([C:19](=[O:32])[C:20]([C:29]([OH:31])=[O:30])=[CH:21][NH:22]3)=[CH:17][C:16]=2[F:33])[CH2:11][CH2:10]1, predict the reactants needed to synthesize it. The reactants are: C(OC([NH:8][CH:9]1[CH2:14][CH2:13][N:12]([C:15]2[N:24]=[C:23]3[C:18]([C:19](=[O:32])[C:20]([C:29]([OH:31])=[O:30])=[CH:21][N:22]3CCC#N)=[CH:17][C:16]=2[F:33])[CH2:11][CH2:10]1)=O)(C)(C)C.